This data is from Forward reaction prediction with 1.9M reactions from USPTO patents (1976-2016). The task is: Predict the product of the given reaction. (1) Given the reactants [CH:1]([N:4]1[C:8]2[CH:9]=[CH:10][CH:11]=[CH:12][C:7]=2[NH:6][C:5]1=[O:13])([CH3:3])[CH3:2].CCN(CC)CC.[NH2:21][CH2:22][CH:23]1[CH2:28][CH2:27][N:26]([CH2:29][C:30]2([C:36]([O:38][C:39]([CH3:42])([CH3:41])[CH3:40])=[O:37])[CH2:35][CH2:34][O:33][CH2:32][CH2:31]2)[CH2:25][CH2:24]1.[C:43]([O-])(O)=[O:44].[Na+], predict the reaction product. The product is: [CH:1]([N:4]1[C:8]2[CH:9]=[CH:10][CH:11]=[CH:12][C:7]=2[N:6]([C:43]([NH:21][CH2:22][CH:23]2[CH2:28][CH2:27][N:26]([CH2:29][C:30]3([C:36]([O:38][C:39]([CH3:42])([CH3:41])[CH3:40])=[O:37])[CH2:35][CH2:34][O:33][CH2:32][CH2:31]3)[CH2:25][CH2:24]2)=[O:44])[C:5]1=[O:13])([CH3:3])[CH3:2]. (2) Given the reactants [Cr](Cl)([O-])(=O)=O.[NH+]1C=CC=CC=1.[F:12][C:13]1[CH:20]=[CH:19][C:16]([C:17]#[N:18])=[CH:15][C:14]=1[CH:21]([OH:34])[C:22]1[CH:31]=[CH:30][C:29]2[C:24](=[CH:25][CH:26]=[C:27]([O:32][CH3:33])[CH:28]=2)[CH:23]=1, predict the reaction product. The product is: [F:12][C:13]1[CH:20]=[CH:19][C:16]([C:17]#[N:18])=[CH:15][C:14]=1[C:21]([C:22]1[CH:31]=[CH:30][C:29]2[C:24](=[CH:25][CH:26]=[C:27]([O:32][CH3:33])[CH:28]=2)[CH:23]=1)=[O:34]. (3) The product is: [NH2:17][C:18]1[CH:23]=[CH:22][C:21]([O:24][C:2]2[CH:11]=[CH:10][N:9]=[C:8]3[C:3]=2[C:4]2[CH:16]=[CH:15][CH:14]=[CH:13][C:5]=2[C:6](=[O:12])[NH:7]3)=[CH:20][C:19]=1[F:25]. Given the reactants Cl[C:2]1[CH:11]=[CH:10][N:9]=[C:8]2[C:3]=1[C:4]1[CH:16]=[CH:15][CH:14]=[CH:13][C:5]=1[C:6](=[O:12])[NH:7]2.[NH2:17][C:18]1[CH:23]=[CH:22][C:21]([OH:24])=[CH:20][C:19]=1[F:25], predict the reaction product. (4) Given the reactants [CH3:1][O:2][C:3]1[CH:4]=[C:5]([C:11]2[C:23](=[O:24])[N:22]([CH2:25][CH2:26][C:27]3[CH:28]=[C:29]([NH:33][C:34](=[O:40])[O:35][C:36]([CH3:39])([CH3:38])[CH3:37])[CH:30]=[CH:31][CH:32]=3)[C:14]3[N:15]=[C:16](S(C)=O)[N:17]=[CH:18][C:13]=3[CH:12]=2)[CH:6]=[C:7]([O:9][CH3:10])[CH:8]=1.C[CH2:42][N:43](C(C)C)C(C)C.CN.Cl.O, predict the reaction product. The product is: [CH3:1][O:2][C:3]1[CH:4]=[C:5]([C:11]2[C:23](=[O:24])[N:22]([CH2:25][CH2:26][C:27]3[CH:28]=[C:29]([NH:33][C:34](=[O:40])[O:35][C:36]([CH3:39])([CH3:38])[CH3:37])[CH:30]=[CH:31][CH:32]=3)[C:14]3[N:15]=[C:16]([NH:43][CH3:42])[N:17]=[CH:18][C:13]=3[CH:12]=2)[CH:6]=[C:7]([O:9][CH3:10])[CH:8]=1. (5) Given the reactants B.O1CCCC1.[CH3:7][O:8][C:9]([C:11]12[CH2:17][C:14]([C:18](O)=[O:19])([CH2:15][CH2:16]1)[CH2:13][CH2:12]2)=[O:10].C(=O)([O-])O.[Na+], predict the reaction product. The product is: [OH:19][CH2:18][C:14]12[CH2:17][C:11]([C:9]([O:8][CH3:7])=[O:10])([CH2:12][CH2:13]1)[CH2:16][CH2:15]2. (6) Given the reactants Br[C:2]1[CH:7]=[C:6]([C:8]2[N:12]3[CH:13]=[CH:14][C:15]([CH3:17])=[CH:16][C:11]3=[N:10][C:9]=2[C:18]2[CH:23]=[CH:22][CH:21]=[C:20]([CH3:24])[N:19]=2)[CH:5]=[CH:4][N:3]=1.CC1(C)C(C)(C)OB([C:33]2[CH:38]=[CH:37][C:36]([OH:39])=[CH:35][CH:34]=2)O1, predict the reaction product. The product is: [CH3:17][C:15]1[CH:14]=[CH:13][N:12]2[C:8]([C:6]3[CH:5]=[CH:4][N:3]=[C:2]([C:33]4[CH:38]=[CH:37][C:36]([OH:39])=[CH:35][CH:34]=4)[CH:7]=3)=[C:9]([C:18]3[CH:23]=[CH:22][CH:21]=[C:20]([CH3:24])[N:19]=3)[N:10]=[C:11]2[CH:16]=1.